This data is from Catalyst prediction with 721,799 reactions and 888 catalyst types from USPTO. The task is: Predict which catalyst facilitates the given reaction. (1) Reactant: [N+:1]([C:4]1[CH:5]=[N:6][NH:7][CH:8]=1)([O-:3])=[O:2].Cl[CH2:10][C:11]([N:13]([CH3:15])[CH3:14])=[O:12].C(=O)([O-])[O-].[K+].[K+]. Product: [CH3:14][N:13]([CH3:15])[C:11](=[O:12])[CH2:10][N:6]1[CH:5]=[C:4]([N+:1]([O-:3])=[O:2])[CH:8]=[N:7]1. The catalyst class is: 21. (2) Reactant: B(Cl)(Cl)Cl.C(Cl)Cl.C([O:15][C:16]1[C:17]([CH3:35])=[C:18]([CH3:34])[C:19]([NH:23][C:24](=[O:33])[CH2:25][C:26]2[CH:31]=[CH:30][C:29]([Cl:32])=[CH:28][CH:27]=2)=[N:20][C:21]=1[CH3:22])C1C=CC=CC=1.CC1C(C)=C(C)C(C)=C(C)C=1. Product: [Cl:32][C:29]1[CH:28]=[CH:27][C:26]([CH2:25][C:24]([NH:23][C:19]2[C:18]([CH3:34])=[C:17]([CH3:35])[C:16]([OH:15])=[C:21]([CH3:22])[N:20]=2)=[O:33])=[CH:31][CH:30]=1. The catalyst class is: 147. (3) Reactant: [N:1]1[CH:6]=[CH:5][C:4]([C:7]2[NH:11][C:10](=[S:12])[NH:9][N:8]=2)=[CH:3][CH:2]=1.Br[CH2:14][C:15]#[CH:16].C([O-])(=O)C.[Na+].O. Product: [CH2:16]([S:12][C:10]1[NH:11][C:7]([C:4]2[CH:3]=[CH:2][N:1]=[CH:6][CH:5]=2)=[N:8][N:9]=1)[C:15]#[CH:14]. The catalyst class is: 3. (4) Reactant: Cl[C:2]1[N:3]([CH2:19][C:20]2[CH:25]=[CH:24][C:23]([C:26]3[CH:31]=[CH:30][CH:29]=[C:28]([F:32])[N:27]=3)=[CH:22][CH:21]=2)[CH:4]=[C:5]2[C:10]=1[N:9]1[C@H:11]3[CH2:16][CH2:15][CH2:14][C@H:12]3[N:13]=[C:8]1[N:7]([CH3:17])[C:6]2=[O:18].ClC(Cl)(Cl)C(O)=O.[NH2:40][C:41]1[CH:46]=[CH:45][CH:44]=[CH:43][CH:42]=1. Product: [CH3:17][N:7]1[C:6](=[O:18])[C:5]2=[CH:4][N:3]([CH2:19][C:20]3[CH:25]=[CH:24][C:23]([C:26]4[CH:31]=[CH:30][CH:29]=[C:28]([F:32])[N:27]=4)=[CH:22][CH:21]=3)[C:2]([NH:40][C:41]3[CH:46]=[CH:45][CH:44]=[CH:43][CH:42]=3)=[C:10]2[N:9]2[C@H:11]3[CH2:16][CH2:15][CH2:14][C@H:12]3[N:13]=[C:8]12. The catalyst class is: 2. (5) Reactant: C(Cl)CCl.[OH:5][C:6]1[C:7]2[CH:8]=[C:9]([CH:17]=[CH:18][C:19]([OH:21])=O)[CH:10]=[N:11][C:12]=2[NH:13][C:14](=[O:16])[CH:15]=1.[CH3:22][NH:23][CH2:24][C:25]1[C:29]2[CH:30]=[CH:31][CH:32]=[CH:33][C:28]=2OC=1C.C1C=CC2N(O)N=NC=2C=1.C[CH2:46][N:47](C(C)C)[CH:48](C)C. Product: [OH:5][C:6]1[C:7]2[CH:8]=[C:9]([CH:17]=[CH:18][C:19]([N:47]([CH3:48])[CH2:46][C:24]3[N:23]([CH3:22])[C:28]4[C:29]([CH:25]=3)=[CH:30][CH:31]=[CH:32][CH:33]=4)=[O:21])[CH:10]=[N:11][C:12]=2[NH:13][C:14](=[O:16])[CH:15]=1. The catalyst class is: 18.